Predict which catalyst facilitates the given reaction. From a dataset of Catalyst prediction with 721,799 reactions and 888 catalyst types from USPTO. (1) Reactant: [CH3:1][O:2][C:3]1[C:4](=[O:31])[C:5]([CH3:30])=[C:6]([CH2:12][C:13]2[CH:14]=[CH:15][C:16]([C:22]3[CH:27]=[CH:26][C:25]([O:28][CH3:29])=[CH:24][CH:23]=3)=[C:17]([CH:21]=2)[C:18](O)=[O:19])[C:7](=[O:11])[C:8]=1[O:9][CH3:10].[NH:32]1[CH2:37][CH2:36][O:35][CH2:34][CH2:33]1.CCN=C=NCCCN(C)C.Cl. Product: [CH3:1][O:2][C:3]1[C:4](=[O:31])[C:5]([CH3:30])=[C:6]([CH2:12][C:13]2[CH:14]=[CH:15][C:16]([C:22]3[CH:27]=[CH:26][C:25]([O:28][CH3:29])=[CH:24][CH:23]=3)=[C:17]([CH:21]=2)[C:18]([N:32]2[CH2:37][CH2:36][O:35][CH2:34][CH2:33]2)=[O:19])[C:7](=[O:11])[C:8]=1[O:9][CH3:10]. The catalyst class is: 2. (2) Reactant: Br[CH2:2][CH2:3][CH2:4][CH2:5][CH2:6][CH2:7][CH2:8][CH2:9][CH2:10][CH2:11][CH2:12][C:13]([O:15][CH3:16])=[O:14].[CH3:17][S-:18].[Na+]. Product: [CH3:17][S:18][CH2:2][CH2:3][CH2:4][CH2:5][CH2:6][CH2:7][CH2:8][CH2:9][CH2:10][CH2:11][CH2:12][C:13]([O:15][CH3:16])=[O:14]. The catalyst class is: 21. (3) Reactant: [Cl:1][C:2]1[N:3]=[C:4]2[CH:12]=[CH:11][CH:10]=[N:9][C:5]2=[N:6][C:7]=1Cl.[CH3:13][O-:14].[Na+]. Product: [Cl:1][C:2]1[N:3]=[C:4]2[CH:12]=[CH:11][CH:10]=[N:9][C:5]2=[N:6][C:7]=1[O:14][CH3:13]. The catalyst class is: 5. (4) Reactant: [N+:1]([C:4]1[CH:9]=[CH:8][C:7]([N:10]2[CH2:15][CH2:14][NH:13][CH2:12][CH2:11]2)=[CH:6][CH:5]=1)([O-:3])=[O:2].C(N(CC)CC)C.[CH2:23]([S:25](Cl)(=[O:27])=[O:26])[CH3:24].C(=O)(O)[O-].[Na+]. Product: [N+:1]([C:4]1[CH:5]=[CH:6][C:7]([N:10]2[CH2:15][CH2:14][N:13]([S:25]([CH2:23][CH3:24])(=[O:27])=[O:26])[CH2:12][CH2:11]2)=[CH:8][CH:9]=1)([O-:3])=[O:2]. The catalyst class is: 4. (5) Reactant: [OH-].[Na+].[CH3:3][C:4]1[O:5][C:6]2[CH:12]=[C:11]([C:13](=[O:25])[NH:14][C:15]3[CH:20]=[CH:19][C:18]([C:21]([O:23]C)=[O:22])=[CH:17][N:16]=3)[CH:10]=[C:9]([O:26][CH2:27][CH:28]([CH3:30])[CH3:29])[C:7]=2[CH:8]=1.CO.C1COCC1. Product: [CH3:3][C:4]1[O:5][C:6]2[CH:12]=[C:11]([C:13](=[O:25])[NH:14][C:15]3[CH:20]=[CH:19][C:18]([C:21]([OH:23])=[O:22])=[CH:17][N:16]=3)[CH:10]=[C:9]([O:26][CH2:27][CH:28]([CH3:30])[CH3:29])[C:7]=2[CH:8]=1. The catalyst class is: 6. (6) Reactant: C(Cl)(=O)C(Cl)=O.CS(C)=O.[F:11][C:12]([F:20])([F:19])[C:13]([CH3:18])([CH3:17])[CH2:14][CH2:15][OH:16].CCN(CC)CC.Cl. Product: [F:11][C:12]([F:20])([F:19])[C:13]([CH3:18])([CH3:17])[CH2:14][CH:15]=[O:16]. The catalyst class is: 2. (7) Reactant: [CH3:1][C:2]1([CH3:40])[O:6][C@H:5]([CH2:7][O:8][C:9]2[CH:14]=[CH:13][C:12]([C:15]([C:20]3[CH:25]=[CH:24][C:23]([C:26]#[C:27][C:28]([C:34]([F:37])([F:36])[F:35])([OH:33])[C:29]([F:32])([F:31])[F:30])=[C:22]([CH3:38])[CH:21]=3)([CH2:18][CH3:19])[CH2:16][CH3:17])=[CH:11][C:10]=2[CH3:39])[CH2:4][O:3]1. Product: [CH3:40][C:2]1([CH3:1])[O:6][C@H:5]([CH2:7][O:8][C:9]2[CH:14]=[CH:13][C:12]([C:15]([C:20]3[CH:25]=[CH:24][C:23]([CH2:26][CH2:27][C:28]([C:34]([F:36])([F:35])[F:37])([OH:33])[C:29]([F:32])([F:30])[F:31])=[C:22]([CH3:38])[CH:21]=3)([CH2:18][CH3:19])[CH2:16][CH3:17])=[CH:11][C:10]=2[CH3:39])[CH2:4][O:3]1. The catalyst class is: 19. (8) Reactant: COP([CH:7]1[C:15]2[C:10](=[CH:11][CH:12]=[CH:13][CH:14]=2)[C:9](=[O:16])[O:8]1)(=O)OC.[Br:17][C:18]1[CH:23]=[C:22]([CH:24]=O)[CH:21]=[CH:20][N:19]=1.C(N(CC)CC)C. Product: [Br:17][C:18]1[CH:23]=[C:22]([CH:24]=[C:7]2[C:15]3[C:10](=[CH:11][CH:12]=[CH:13][CH:14]=3)[C:9](=[O:16])[O:8]2)[CH:21]=[CH:20][N:19]=1. The catalyst class is: 1. (9) Reactant: [Cl:1][C:2]1[CH:12]=[C:11]([NH:13][CH:14]2[CH2:17]C[CH2:15]2)[C:5]([C:6]([O:8]CC)=[O:7])=[CH:4][N:3]=1.[Li+].[OH-]. Product: [Cl:1][C:2]1[CH:12]=[C:11]([NH:13][CH:14]([CH3:17])[CH3:15])[C:5]([C:6]([OH:8])=[O:7])=[CH:4][N:3]=1. The catalyst class is: 40. (10) Reactant: [NH:1]1[CH:5]=[CH:4][CH:3]=[C:2]1[CH:6]=[O:7].F[C:9]1[CH:14]=[CH:13][CH:12]=[CH:11][N:10]=1.C(=O)([O-])[O-].[Cs+].[Cs+].CN1CCCC1=O. Product: [N:10]1[CH:11]=[CH:12][CH:13]=[CH:14][C:9]=1[N:1]1[CH:5]=[CH:4][CH:3]=[C:2]1[CH:6]=[O:7]. The catalyst class is: 6.